Dataset: Forward reaction prediction with 1.9M reactions from USPTO patents (1976-2016). Task: Predict the product of the given reaction. (1) The product is: [NH2:1][C:2]1[C:3]([C:4](=[S:29])[NH2:5])=[CH:6][C:7]([C:16]2[CH:21]=[CH:20][C:19](=[O:22])[N:18]([CH:23]([CH3:25])[CH3:24])[N:17]=2)=[C:8]([C:10]2[CH:11]=[CH:12][CH:13]=[CH:14][CH:15]=2)[N:9]=1. Given the reactants [NH2:1][C:2]1[N:9]=[C:8]([C:10]2[CH:15]=[CH:14][CH:13]=[CH:12][CH:11]=2)[C:7]([C:16]2[CH:21]=[CH:20][C:19](=[O:22])[N:18]([CH:23]([CH3:25])[CH3:24])[N:17]=2)=[CH:6][C:3]=1[C:4]#[N:5].Cl.C(N)(=[S:29])C.[OH-].[Na+], predict the reaction product. (2) The product is: [CH3:11][N:10]1[C:3]2[C:2]([O:12][C:13]3[CH:21]=[CH:20][C:16]([C:17]([OH:19])=[O:18])=[CH:15][CH:14]=3)=[N:7][CH:6]=[N:5][C:4]=2[CH:8]=[CH:9]1. Given the reactants Cl[C:2]1[C:3]2[N:10]([CH3:11])[CH:9]=[CH:8][C:4]=2[N:5]=[CH:6][N:7]=1.[OH:12][C:13]1[CH:21]=[CH:20][C:16]([C:17]([OH:19])=[O:18])=[CH:15][CH:14]=1.C(=O)([O-])[O-].[Cs+].[Cs+].Cl, predict the reaction product. (3) Given the reactants [F:1][C:2]([F:7])([F:6])[C:3]([CH3:5])=O.[Cl:8][C:9]1[C:10]([NH:15][NH2:16])=[N:11][CH:12]=[CH:13][CH:14]=1, predict the reaction product. The product is: [F:1][C:2]([F:7])([F:6])[C:3](=[N:16][N:15]=[C:10]1[C:9]([Cl:8])=[CH:14][CH:13]=[CH:12][NH:11]1)[CH3:5]. (4) Given the reactants [C:1]1([N:11]2[C:23]3[CH:22]=[CH:21][CH:20]=[CH:19][C:18]=3[C:17]3[C:12]2=[CH:13][CH:14]=[CH:15][CH:16]=3)[C:10]2[C:5](=[CH:6][CH:7]=[CH:8][CH:9]=2)[CH:4]=[CH:3][CH:2]=1.C(OCC)(=O)C.[Br:30]N1C(=O)CCC1=O, predict the reaction product. The product is: [Br:30][C:20]1[CH:21]=[CH:22][C:23]2[N:11]([C:1]3[C:10]4[C:5](=[CH:6][CH:7]=[CH:8][CH:9]=4)[CH:4]=[CH:3][CH:2]=3)[C:12]3[C:17]([C:18]=2[CH:19]=1)=[CH:16][CH:15]=[CH:14][CH:13]=3. (5) The product is: [Cl:1][C:2]1[CH:7]=[C:6]([Cl:8])[CH:5]=[CH:4][C:3]=1[N:9]1[C:10]2=[N:11][C:12]3[C:13](=[C:21]([N:25]([CH2:28][CH3:29])[CH2:26][CH3:27])[CH:22]=[CH:23][CH:24]=3)[N:14]2[CH2:15][C:16]([F:20])([F:19])[CH2:17]1. Given the reactants [Cl:1][C:2]1[CH:7]=[C:6]([Cl:8])[CH:5]=[CH:4][C:3]=1[NH:9][C:10]1[N:14]([CH2:15][C:16]([F:20])([F:19])[CH2:17]O)[C:13]2[C:21]([N:25]([CH2:28][CH3:29])[CH2:26][CH3:27])=[CH:22][CH:23]=[CH:24][C:12]=2[N:11]=1.CS(Cl)(=O)=O.C(=O)([O-])[O-].[K+].[K+], predict the reaction product. (6) Given the reactants [Cl:1][C:2]1[N:7]=[CH:6][C:5]2[C:8](I)=[N:9][N:10]([CH:11]3[CH2:16][CH2:15][CH2:14][CH2:13][O:12]3)[C:4]=2[CH:3]=1.[CH3:18][N:19]1[CH:23]=[C:22](B2OC(C)(C)C(C)(C)O2)[CH:21]=[N:20]1.C(=O)([O-])[O-].[Cs+].[Cs+], predict the reaction product. The product is: [Cl:1][C:2]1[N:7]=[CH:6][C:5]2[C:8]([C:22]3[CH:21]=[N:20][N:19]([CH3:18])[CH:23]=3)=[N:9][N:10]([CH:11]3[CH2:16][CH2:15][CH2:14][CH2:13][O:12]3)[C:4]=2[CH:3]=1. (7) Given the reactants [CH3:1][C:2]1([CH3:29])[CH2:11][C:10]2[C:5](=[CH:6][CH:7]=[C:8]([C:12]([O:14]C)=[O:13])[CH:9]=2)[NH:4][CH:3]1[C:16]1[CH:21]=[CH:20][CH:19]=[C:18]([C:22]([N:24]2[CH2:28][CH2:27][CH2:26][CH2:25]2)=[O:23])[CH:17]=1.[OH-].[Na+], predict the reaction product. The product is: [CH3:1][C:2]1([CH3:29])[CH2:11][C:10]2[C:5](=[CH:6][CH:7]=[C:8]([C:12]([OH:14])=[O:13])[CH:9]=2)[NH:4][CH:3]1[C:16]1[CH:21]=[CH:20][CH:19]=[C:18]([C:22]([N:24]2[CH2:28][CH2:27][CH2:26][CH2:25]2)=[O:23])[CH:17]=1.